Dataset: Catalyst prediction with 721,799 reactions and 888 catalyst types from USPTO. Task: Predict which catalyst facilitates the given reaction. (1) Product: [CH2:14]([O:16][C:17](=[O:21])[C:18](=[O:19])[C:7]1[C:8]2[C:13](=[N:12][CH:11]=[CH:10][CH:9]=2)[NH:5][CH:6]=1)[CH3:15]. The catalyst class is: 2. Reactant: [Cl-].[Al+3].[Cl-].[Cl-].[NH:5]1[C:13]2[C:8](=[CH:9][CH:10]=[CH:11][N:12]=2)[CH:7]=[CH:6]1.[CH2:14]([O:16][C:17](=[O:21])[C:18](Cl)=[O:19])[CH3:15].C(O)C. (2) Reactant: F[C:2]1[CH:7]=[CH:6][C:5]([N+:8]([O-:10])=[O:9])=[C:4]([C:11]([F:14])([F:13])[F:12])[CH:3]=1.[C:15](=[O:18])([O-])[O-].[Na+].[Na+].CS(C)=O.Cl.[CH:26]12[NH:32][CH:29]([CH2:30][CH2:31]1)[CH2:28][CH2:27]2. Product: [N+:8]([C:5]1[CH:6]=[CH:7][C:2]([N:32]2[CH:26]3[CH2:31][CH2:30][CH:29]2[CH2:28][CH2:27]3)=[CH:3][C:4]=1[C:11]([F:14])([F:13])[F:12])([O-:10])=[O:9].[CH3:7][CH:2]1[CH2:3][CH2:4][CH2:15][O:18]1. The catalyst class is: 504. (3) Reactant: [NH2:1][C:2]1[N:7]=[C:6](Cl)[CH:5]=[CH:4][N:3]=1.[F:9][C:10]1[CH:18]=[C:17]2[C:13]([CH:14]=[CH:15][NH:16]2)=[CH:12][CH:11]=1.C([O-])([O-])=O.[Cs+].[Cs+]. Product: [F:9][C:10]1[CH:18]=[C:17]2[C:13]([CH:14]=[CH:15][N:16]2[C:6]2[CH:5]=[CH:4][N:3]=[C:2]([NH2:1])[N:7]=2)=[CH:12][CH:11]=1. The catalyst class is: 179. (4) Reactant: [Br:1][CH2:2][CH2:3][CH2:4][CH2:5][CH2:6][CH2:7][CH2:8][C:9]([CH3:16])([CH3:15])[C:10](OCC)=[O:11].[H-].C([Al+]CC(C)C)C(C)C. Product: [Br:1][CH2:2][CH2:3][CH2:4][CH2:5][CH2:6][CH2:7][CH2:8][C:9]([CH3:16])([CH3:15])[CH2:10][OH:11]. The catalyst class is: 27. (5) Reactant: Cl[C:2]1[CH:7]=[C:6]([Cl:8])[N:5]=[CH:4][N:3]=1.[NH2:9][C:10]1[CH:11]=[C:12]([CH:17]=[CH:18][CH:19]=1)[C:13]([O:15][CH3:16])=[O:14].CCN(C(C)C)C(C)C. Product: [Cl:8][C:6]1[N:5]=[CH:4][N:3]=[C:2]([NH:9][C:10]2[CH:11]=[C:12]([CH:17]=[CH:18][CH:19]=2)[C:13]([O:15][CH3:16])=[O:14])[CH:7]=1. The catalyst class is: 51. (6) Reactant: [BH4-].[Li+].C([O:5][C:6]([C:8]1[N:9]=[C:10]([C:15]2[C:23]3[C:18](=[C:19]([O:24][CH3:25])[CH:20]=[CH:21][CH:22]=3)[N:17]([CH2:26][CH:27]3[CH2:32][CH2:31][CH2:30][CH2:29][CH2:28]3)[CH:16]=2)[S:11][C:12]=1[CH2:13][CH3:14])=O)C. Product: [CH:27]1([CH2:26][N:17]2[C:18]3[C:23](=[CH:22][CH:21]=[CH:20][C:19]=3[O:24][CH3:25])[C:15]([C:10]3[S:11][C:12]([CH2:13][CH3:14])=[C:8]([CH2:6][OH:5])[N:9]=3)=[CH:16]2)[CH2:32][CH2:31][CH2:30][CH2:29][CH2:28]1. The catalyst class is: 7. (7) Reactant: [Si:1]([O:8][C@@H:9]1[C@@H:13]([CH2:14][O:15][Si:16]([C:19]([CH3:22])([CH3:21])[CH3:20])([CH3:18])[CH3:17])[O:12][C@@H:11]([N:23]2[C:32]3[N:31]=[CH:30][N:29]=[C:27]([OH:28])[C:26]=3[N:25]=[CH:24]2)[CH2:10]1)([C:4]([CH3:7])([CH3:6])[CH3:5])([CH3:3])[CH3:2].F[P-](F)(F)(F)(F)F.[N:40]1(O[P+](N(C)C)(N(C)C)N(C)C)[C:44]2[CH:45]=[CH:46][CH:47]=[CH:48][C:43]=2[N:42]=[N:41]1.CCN(C(C)C)C(C)C. Product: [N:40]1([O:28][C:27]2[C:26]3[N:25]=[CH:24][N:23]([C:32]=3[N:31]=[CH:30][N:29]=2)[C@@H:11]2[O:12][C@H:13]([CH2:14][O:15][Si:16]([C:19]([CH3:20])([CH3:21])[CH3:22])([CH3:17])[CH3:18])[C@@H:9]([O:8][Si:1]([C:4]([CH3:6])([CH3:7])[CH3:5])([CH3:3])[CH3:2])[CH2:10]2)[C:44]2[CH:45]=[CH:46][CH:47]=[CH:48][C:43]=2[N:42]=[N:41]1. The catalyst class is: 1. (8) Reactant: [F:1][C:2]1[C:7]([CH3:8])=[CH:6][CH:5]=[CH:4][C:3]=1[C@:9]1([CH2:28][F:29])[CH2:14][C@@H:13]([C:15]([F:18])([F:17])[F:16])[O:12][C:11]([NH:19]C(=O)C2C=CC=CC=2)=[N:10]1. Product: [F:1][C:2]1[C:7]([CH3:8])=[CH:6][CH:5]=[CH:4][C:3]=1[C@:9]1([CH2:28][F:29])[CH2:14][C@@H:13]([C:15]([F:17])([F:18])[F:16])[O:12][C:11]([NH2:19])=[N:10]1. The catalyst class is: 5. (9) Reactant: [OH:1][CH2:2][C:3]1([CH2:9][OH:10])[CH2:8][O:7][CH2:6][O:5][CH2:4]1.[I-].[H-].[Na+].[F:14][C:15]1[CH:20]=[CH:19][C:18]([C:21]2[O:22][CH:23]=[C:24]([CH2:26]O[C@@H]3CCC[C@H](OCC4C=CC=C(C)C=4C(OC)=O)C3)[N:25]=2)=[CH:17][CH:16]=1. Product: [F:14][C:15]1[CH:16]=[CH:17][C:18]([C:21]2[O:22][CH:23]=[C:24]([CH2:26][O:1][CH2:2][C:3]3([CH2:9][OH:10])[CH2:8][O:7][CH2:6][O:5][CH2:4]3)[N:25]=2)=[CH:19][CH:20]=1. The catalyst class is: 3.